Dataset: Forward reaction prediction with 1.9M reactions from USPTO patents (1976-2016). Task: Predict the product of the given reaction. (1) Given the reactants [OH:1][C:2]1[C:10]([CH:11]([CH3:13])[CH3:12])=[CH:9][CH:8]=[CH:7][C:3]=1[C:4]([OH:6])=[O:5].Br[C:15]1([CH2:26][C:27]2[CH:32]=[CH:31][CH:30]=[C:29]([Cl:33])[CH:28]=2)[C:23]2[C:18](=[CH:19][C:20]([Cl:24])=[CH:21][CH:22]=2)[NH:17][C:16]1=[O:25].ClC1C=C2C(C(NC3C=C(C=CC=3)C(O)=O)(CC3C=CC=C(Cl)C=3)C(=O)N2)=CC=1, predict the reaction product. The product is: [Cl:24][C:20]1[CH:19]=[C:18]2[C:23]([C:15]([CH2:26][C:27]3[CH:32]=[CH:31][CH:30]=[C:29]([Cl:33])[CH:28]=3)([O:1][C:2]3[C:10]([CH:11]([CH3:13])[CH3:12])=[CH:9][CH:8]=[CH:7][C:3]=3[C:4]([OH:6])=[O:5])[C:16](=[O:25])[NH:17]2)=[CH:22][CH:21]=1. (2) Given the reactants Br[C:2]1[CH:7]=[C:6]([F:8])[C:5]([F:9])=[CH:4][C:3]=1[C:10]1[CH:15]=[CH:14][C:13]([S:16]([CH3:19])(=[O:18])=[O:17])=[CH:12][CH:11]=1.[Cl:20][C:21]1[CH:22]=[C:23](B(O)O)[CH:24]=[CH:25][C:26]=1[N:27]([CH3:29])[CH3:28], predict the reaction product. The product is: [Cl:20][C:21]1[CH:22]=[C:23]([C:2]2[CH:7]=[C:6]([F:8])[C:5]([F:9])=[CH:4][C:3]=2[C:10]2[CH:15]=[CH:14][C:13]([S:16]([CH3:19])(=[O:18])=[O:17])=[CH:12][CH:11]=2)[CH:24]=[CH:25][C:26]=1[N:27]([CH3:29])[CH3:28].